Dataset: Full USPTO retrosynthesis dataset with 1.9M reactions from patents (1976-2016). Task: Predict the reactants needed to synthesize the given product. Given the product [ClH:14].[CH3:15][N:16]([CH3:18])[CH2:17][CH2:1][C:2]([C:4]1[CH:9]=[CH:8][CH:7]=[C:6]([C:10]([F:11])([F:12])[F:13])[CH:5]=1)=[O:3], predict the reactants needed to synthesize it. The reactants are: [CH3:1][C:2]([C:4]1[CH:9]=[CH:8][CH:7]=[C:6]([C:10]([F:13])([F:12])[F:11])[CH:5]=1)=[O:3].[ClH:14].[CH3:15][NH:16][CH3:17].[CH2:18]=O.Cl.